Task: Predict the reactants needed to synthesize the given product.. Dataset: Full USPTO retrosynthesis dataset with 1.9M reactions from patents (1976-2016) (1) Given the product [Si:1]([O:8][C:9]1[CH:10]=[C:11]2[C:15](=[CH:16][CH:17]=1)[NH:14][N:13]=[C:12]2[I:18])([C:4]([CH3:7])([CH3:5])[CH3:6])([CH3:3])[CH3:2], predict the reactants needed to synthesize it. The reactants are: [Si:1]([O:8][C:9]1[CH:10]=[C:11]2[C:15](=[CH:16][CH:17]=1)[NH:14][N:13]=[CH:12]2)([C:4]([CH3:7])([CH3:6])[CH3:5])([CH3:3])[CH3:2].[I:18]I.CC(C)([O-])C.[K+]. (2) The reactants are: [OH:1][CH:2]1[CH2:7][CH2:6][CH:5]([C:8](=[O:22])[CH2:9][CH:10]2[C:18]3[C:13](=[CH:14][CH:15]=[CH:16][CH:17]=3)[C:12]3=[CH:19][N:20]=[CH:21][N:11]23)[CH2:4][CH2:3]1.[C:23](OC(=O)C)(=[O:25])[CH3:24]. Given the product [C:23]([O:1][CH:2]1[CH2:7][CH2:6][CH:5]([C:8](=[O:22])[CH2:9][CH:10]2[C:18]3[C:13](=[CH:14][CH:15]=[CH:16][CH:17]=3)[C:12]3=[CH:19][N:20]=[CH:21][N:11]23)[CH2:4][CH2:3]1)(=[O:25])[CH3:24], predict the reactants needed to synthesize it.